Dataset: Reaction yield outcomes from USPTO patents with 853,638 reactions. Task: Predict the reaction yield, written as a fraction of the theoretical maximum amount of product (1.0 means a 100% yield; for example, 0.34 means a 34% yield). The reactants are [F:1][C:2]1[C:3]([CH:9]=[O:10])=[N:4][CH:5]=[CH:6][C:7]=1[CH3:8].[BH4-].[Na+]. The product is [F:1][C:2]1[C:3]([CH2:9][OH:10])=[N:4][CH:5]=[CH:6][C:7]=1[CH3:8]. The catalyst is CO. The yield is 0.790.